This data is from Reaction yield outcomes from USPTO patents with 853,638 reactions. The task is: Predict the reaction yield, written as a fraction of the theoretical maximum amount of product (1.0 means a 100% yield; for example, 0.34 means a 34% yield). (1) The reactants are [OH:1][CH2:2][CH2:3][C:4]1[CH:5]=[C:6]([N:10]2[CH2:14][CH2:13][O:12][C:11]2=[O:15])[CH:7]=[CH:8][CH:9]=1.[CH3:16][S:17](Cl)(=[O:19])=[O:18]. No catalyst specified. The product is [CH3:16][S:17]([O:1][CH2:2][CH2:3][C:4]1[CH:9]=[CH:8][CH:7]=[C:6]([N:10]2[CH2:14][CH2:13][O:12][C:11]2=[O:15])[CH:5]=1)(=[O:19])=[O:18]. The yield is 0.930. (2) The reactants are [CH:1]1[C:13]2[NH:12][C:11]3[C:6](=[CH:7][CH:8]=[CH:9][CH:10]=3)[C:5]=2[CH:4]=[CH:3][CH:2]=1.Cl[C:15]1[CH:16]=[CH:17][C:18]2[S:22][CH:21]=[C:20]([N:23]3[C:35]4[CH:34]=[CH:33][CH:32]=[CH:31][C:30]=4[C:29]4[C:24]3=[CH:25][CH:26]=[CH:27][CH:28]=4)[C:19]=2[CH:36]=1. The catalyst is C1C=CC([P]([Pd]([P](C2C=CC=CC=2)(C2C=CC=CC=2)C2C=CC=CC=2)([P](C2C=CC=CC=2)(C2C=CC=CC=2)C2C=CC=CC=2)[P](C2C=CC=CC=2)(C2C=CC=CC=2)C2C=CC=CC=2)(C2C=CC=CC=2)C2C=CC=CC=2)=CC=1.O1CCCC1. The product is [S:22]1[CH:21]=[C:20]([N:23]2[C:24]3[CH:25]=[CH:26][CH:27]=[CH:28][C:29]=3[C:30]3[C:35]2=[CH:34][CH:33]=[CH:32][CH:31]=3)[C:19]2[CH:36]=[C:15]([N:12]3[C:13]4[CH:1]=[CH:2][CH:3]=[CH:4][C:5]=4[C:6]4[C:11]3=[CH:10][CH:9]=[CH:8][CH:7]=4)[CH:16]=[CH:17][C:18]1=2. The yield is 0.820. (3) The reactants are Cl.[CH3:2][N:3]([CH2:12][C:13]1[CH:14]=[CH:15][C:16]2[S:17][CH2:18][C:19](=[O:23])[NH:20][C:21]=2[N:22]=1)[C:4]([CH:6]1[O:11][CH2:10][CH2:9][NH:8][CH2:7]1)=[O:5].CCN(C(C)C)C(C)C.[CH:33]([C:35]1[CH:36]=[CH:37][N:38]=[C:39]2[C:44]=1[N:43]=[C:42]([O:45][CH3:46])[CH:41]=[CH:40]2)=[CH2:34]. The catalyst is CN(C=O)C. The product is [CH3:2][N:3]([CH2:12][C:13]1[CH:14]=[CH:15][C:16]2[S:17][CH2:18][C:19](=[O:23])[NH:20][C:21]=2[N:22]=1)[C:4]([CH:6]1[O:11][CH2:10][CH2:9][N:8]([CH2:34][CH2:33][C:35]2[C:44]3[C:39](=[CH:40][CH:41]=[C:42]([O:45][CH3:46])[N:43]=3)[N:38]=[CH:37][CH:36]=2)[CH2:7]1)=[O:5]. The yield is 0.830. (4) The reactants are [OH:1][C:2]([C:41]1[S:42][CH:43]=[CH:44][CH:45]=1)([C:36]1[S:37][CH:38]=[CH:39][CH:40]=1)[C:3]([O:5][C@H:6]1[CH2:11][CH2:10][C@H:9]([N:12]([CH2:14][CH2:15][CH2:16][C:17]2[C:25]3[C:20](=[CH:21][CH:22]=[CH:23][CH:24]=3)[N:19]([CH2:26][CH2:27][O:28][Si](C(C)(C)C)(C)C)[CH:18]=2)[CH3:13])[CH2:8][CH2:7]1)=[O:4].Cl.C(OCC)(=O)C. The catalyst is C1COCC1. The product is [OH:1][C:2]([C:36]1[S:37][CH:38]=[CH:39][CH:40]=1)([C:41]1[S:42][CH:43]=[CH:44][CH:45]=1)[C:3]([O:5][C@H:6]1[CH2:11][CH2:10][C@H:9]([N:12]([CH2:14][CH2:15][CH2:16][C:17]2[C:25]3[C:20](=[CH:21][CH:22]=[CH:23][CH:24]=3)[N:19]([CH2:26][CH2:27][OH:28])[CH:18]=2)[CH3:13])[CH2:8][CH2:7]1)=[O:4]. The yield is 0.590. (5) The reactants are [Cl:1][C:2]1[CH:3]=[C:4]([N:9]([CH3:38])[C:10]([N:12]([CH3:37])[C@H:13]2[C@H:17]([C:18]3[CH:23]=[CH:22][C:21]([F:24])=[CH:20][CH:19]=3)[CH2:16][N:15]([C:25]([O:27]C3C=CC([N+]([O-])=O)=CC=3)=O)[CH2:14]2)=[O:11])[CH:5]=[C:6]([Cl:8])[CH:7]=1.[CH3:39][S:40]([N:43]1[CH2:48][CH2:47][NH:46][CH2:45][CH2:44]1)(=[O:42])=[O:41].O. The catalyst is CN1CCCC1=O. The product is [Cl:8][C:6]1[CH:5]=[C:4]([N:9]([CH3:38])[C:10]([N:12]([C@H:13]2[C@H:17]([C:18]3[CH:19]=[CH:20][C:21]([F:24])=[CH:22][CH:23]=3)[CH2:16][N:15]([C:25]([N:46]3[CH2:47][CH2:48][N:43]([S:40]([CH3:39])(=[O:42])=[O:41])[CH2:44][CH2:45]3)=[O:27])[CH2:14]2)[CH3:37])=[O:11])[CH:3]=[C:2]([Cl:1])[CH:7]=1. The yield is 0.480. (6) The reactants are Br[Zn][CH2:3][C:4]([O:6][CH2:7][CH3:8])=[O:5].[C:9](#N)[C:10]1[CH:15]=[CH:14][CH:13]=[CH:12][CH:11]=1.Cl.C(OCC)(=[O:20])C. The catalyst is C1COCC1. The product is [O:20]=[C:9]([C:10]1[CH:15]=[CH:14][CH:13]=[CH:12][CH:11]=1)[CH2:3][C:4]([O:6][CH2:7][CH3:8])=[O:5]. The yield is 0.850. (7) The reactants are [Br:1][C:2]1[CH:15]=[CH:14][C:5]([C:6]([N:8]([CH2:10][CH2:11]CC)[CH3:9])=[O:7])=[C:4]([S:16]([CH:19]([CH3:21])[CH3:20])(=[O:18])=[O:17])[CH:3]=1.Br[C:23]1C=CC(C(O)=O)=C(S(C(C)C)(=O)=O)C=1.C(NCC)C. No catalyst specified. The product is [Br:1][C:2]1[CH:15]=[CH:14][C:5]([C:6]([N:8]([CH2:9][CH3:23])[CH2:10][CH3:11])=[O:7])=[C:4]([S:16]([CH:19]([CH3:21])[CH3:20])(=[O:18])=[O:17])[CH:3]=1. The yield is 0.810.